This data is from Forward reaction prediction with 1.9M reactions from USPTO patents (1976-2016). The task is: Predict the product of the given reaction. (1) Given the reactants [Cl:1][C:2]1[CH:9]=[CH:8][C:5]([CH:6]=O)=[CH:4][CH:3]=1.[Br-].[Br:11][CH2:12][CH2:13][CH2:14][CH2:15][P+](C1C=CC=CC=1)(C1C=CC=CC=1)C1C=CC=CC=1, predict the reaction product. The product is: [Br:11][CH2:12][CH2:13][CH2:14]/[CH:15]=[CH:6]/[C:5]1[CH:8]=[CH:9][C:2]([Cl:1])=[CH:3][CH:4]=1. (2) Given the reactants [NH:1]1[C:5]2=[N:6][CH:7]=[CH:8][C:9]([O:10][C:11]3[CH:16]=[CH:15][C:14]([NH2:17])=[CH:13][C:12]=3[F:18])=[C:4]2[CH:3]=[CH:2]1.[Cl:19][C:20]1[C:25]([C:26]([NH:28][C:29]2[CH:34]=[CH:33][C:32]([F:35])=[CH:31][C:30]=2[F:36])=[O:27])=[CH:24][N:23]=[CH:22][CH:21]=1.O.C1(C)C=CC(S(O)(=O)=O)=CC=1.Cl, predict the reaction product. The product is: [ClH:19].[NH:1]1[C:5]2=[N:6][CH:7]=[CH:8][C:9]([O:10][C:11]3[CH:16]=[CH:15][C:14]([NH:17][C:20]4[C:25]([C:26]([NH:28][C:29]5[CH:34]=[CH:33][C:32]([F:35])=[CH:31][C:30]=5[F:36])=[O:27])=[CH:24][N:23]=[CH:22][CH:21]=4)=[CH:13][C:12]=3[F:18])=[C:4]2[CH:3]=[CH:2]1. (3) Given the reactants [Br:1][C:2]1[CH:11]=[C:10]2[C:5]([C:6](=[O:12])[NH:7][CH:8]=[N:9]2)=[CH:4][CH:3]=1.[CH3:13]I, predict the reaction product. The product is: [Br:1][C:2]1[CH:11]=[C:10]2[C:5]([C:6](=[O:12])[N:7]([CH3:13])[CH:8]=[N:9]2)=[CH:4][CH:3]=1. (4) Given the reactants C([O:8][C:9]1[CH:10]=[C:11]([C:20](=[O:26])[CH:21](OCC)O)[C:12]2[O:17][CH2:16][C:15](=[O:18])[NH:14][C:13]=2[CH:19]=1)C1C=CC=CC=1.CO[O:29][C:30]1[CH:40]=[CH:39][C:33]([CH2:34][C:35]2([NH2:38])[CH2:37][CH2:36]2)=[CH:32][CH:31]=1.F[C:42](F)(F)C([O-])=O, predict the reaction product. The product is: [OH:8][C:9]1[CH:10]=[C:11]([CH:20]([OH:26])[CH2:21][NH:38][C:35]2([CH2:34][C:33]3[CH:39]=[CH:40][C:30]([O:29][CH3:42])=[CH:31][CH:32]=3)[CH2:37][CH2:36]2)[C:12]2[O:17][CH2:16][C:15](=[O:18])[NH:14][C:13]=2[CH:19]=1.